Dataset: Forward reaction prediction with 1.9M reactions from USPTO patents (1976-2016). Task: Predict the product of the given reaction. (1) The product is: [CH3:1][O:2][C:3]1[CH:4]=[C:5]([O:6][CH2:7][CH2:8][N:9]2[CH2:10][CH2:11][N:12]([CH2:15][CH2:16][O:17][CH3:18])[CH2:13][CH2:14]2)[CH:19]=[CH:20][C:21]=1[NH2:22]. Given the reactants [CH3:1][O:2][C:3]1[CH:4]=[C:5]([CH:19]=[CH:20][C:21]=1[N+:22]([O-])=O)[O:6][CH2:7][CH2:8][N:9]1[CH2:14][CH2:13][N:12]([CH2:15][CH2:16][O:17][CH3:18])[CH2:11][CH2:10]1, predict the reaction product. (2) Given the reactants C[O:2][C:3](=O)[C:4]1[C:9]([C:10]([F:13])([F:12])[F:11])=[CH:8][C:7]([C:14]2[CH:19]=[CH:18][C:17]([O:20][C:21]([F:24])([F:23])[F:22])=[CH:16][CH:15]=2)=[N:6][CH:5]=1.[H-].[Al+3].[Li+].[H-].[H-].[H-], predict the reaction product. The product is: [F:24][C:21]([F:22])([F:23])[O:20][C:17]1[CH:18]=[CH:19][C:14]([C:7]2[N:6]=[CH:5][C:4]([CH2:3][OH:2])=[C:9]([C:10]([F:13])([F:11])[F:12])[CH:8]=2)=[CH:15][CH:16]=1. (3) Given the reactants [N:1]([CH2:4][C:5]1[CH:10]=[CH:9][N:8]2[N:11]=[CH:12][N:13]=[C:7]2[CH:6]=1)=[N+]=[N-], predict the reaction product. The product is: [N:13]1[CH:12]=[N:11][N:8]2[CH:9]=[CH:10][C:5]([CH2:4][NH2:1])=[CH:6][C:7]=12. (4) Given the reactants CS(O[CH:6]1[CH2:14][CH2:13][CH:12]=[C:11]2[CH:7]1[CH2:8][O:9][C:10]2=[O:15])(=O)=O.CN(C)C=O.[N:21]([O-:23])=[O:22].[Na+].NC(N)=O, predict the reaction product. The product is: [N+:21]([CH:6]1[CH2:14][CH2:13][CH2:12][C:11]2[C:10](=[O:15])[O:9][CH2:8][C:7]1=2)([O-:23])=[O:22].